This data is from Forward reaction prediction with 1.9M reactions from USPTO patents (1976-2016). The task is: Predict the product of the given reaction. (1) Given the reactants [F:1][C:2]([F:34])([F:33])[CH2:3][NH:4][C:5]([NH:7][C:8]1[CH:9]=[C:10]([C:14]2[N:18]3[N:19]=[CH:20][C:21]([C:23]4[CH:24]=[N:25][N:26]([CH:28]([CH3:32])[C:29]([OH:31])=O)[CH:27]=4)=[CH:22][C:17]3=[N:16][CH:15]=2)[CH:11]=[CH:12][CH:13]=1)=[O:6].Cl.[CH3:36][O:37][CH:38]1[CH2:42][CH2:41][NH:40][CH2:39]1, predict the reaction product. The product is: [CH3:36][O:37][CH:38]1[CH2:42][CH2:41][N:40]([C:29](=[O:31])[CH:28]([N:26]2[CH:27]=[C:23]([C:21]3[CH:20]=[N:19][N:18]4[C:14]([C:10]5[CH:9]=[C:8]([NH:7][C:5]([NH:4][CH2:3][C:2]([F:33])([F:1])[F:34])=[O:6])[CH:13]=[CH:12][CH:11]=5)=[CH:15][N:16]=[C:17]4[CH:22]=3)[CH:24]=[N:25]2)[CH3:32])[CH2:39]1. (2) Given the reactants [CH3:1][O:2][C:3](=[O:21])[C:4]1[C:9]([NH:10][C:11]2[CH:16]=[CH:15][C:14]([Br:17])=[CH:13][C:12]=2[Cl:18])=[C:8]([Cl:19])[C:7]([NH2:20])=[N:6][CH:5]=1.Cl[CH:23]([CH:26]=O)[CH:24]=[O:25], predict the reaction product. The product is: [CH3:1][O:2][C:3]([C:4]1[C:9]([NH:10][C:11]2[CH:16]=[CH:15][C:14]([Br:17])=[CH:13][C:12]=2[Cl:18])=[C:8]([Cl:19])[C:7]2[N:6]([C:23]([CH:24]=[O:25])=[CH:26][N:20]=2)[CH:5]=1)=[O:21]. (3) Given the reactants C[O:2][C:3](=[O:11])[C:4]1[CH:9]=[CH:8][C:7]([OH:10])=[CH:6][CH:5]=1.[H-].[Na+].[C:14]([O:18][C:19]([N:21]1[CH2:26][CH2:25][CH:24]([CH2:27][CH:28](OS(C)(=O)=O)[CH3:29])[CH2:23][CH2:22]1)=[O:20])([CH3:17])([CH3:16])[CH3:15].O[Li].O, predict the reaction product. The product is: [C:14]([O:18][C:19]([N:21]1[CH2:26][CH2:25][CH:24]([CH2:27][CH2:28][CH2:29][O:10][C:7]2[CH:8]=[CH:9][C:4]([C:3]([OH:2])=[O:11])=[CH:5][CH:6]=2)[CH2:23][CH2:22]1)=[O:20])([CH3:17])([CH3:16])[CH3:15]. (4) Given the reactants [NH2:1][CH:2]([C:11]1[C:16]([F:17])=[CH:15][CH:14]=[CH:13][C:12]=1[O:18][CH2:19][CH3:20])[CH2:3][CH:4]([CH3:10])[C:5]([O:7]CC)=O.[Cl:21][C:22]1[CH:23]=[C:24]([CH:27]=[CH:28][C:29]=1[O:30][CH:31]([F:33])[F:32])[CH:25]=O, predict the reaction product. The product is: [Cl:21][C:22]1[CH:23]=[C:24]([CH:27]=[CH:28][C:29]=1[O:30][CH:31]([F:32])[F:33])[CH2:25][N:1]1[CH:2]([C:11]2[C:16]([F:17])=[CH:15][CH:14]=[CH:13][C:12]=2[O:18][CH2:19][CH3:20])[CH2:3][CH:4]([CH3:10])[C:5]1=[O:7]. (5) The product is: [Cl:18][C:19]1[S:23][C:22]([S:24]([N:5]2[CH2:6][CH2:7][CH2:8][CH2:9][C:10]3[S:1][CH:2]=[CH:3][C:4]2=3)(=[O:25])=[O:26])=[CH:21][C:20]=1[N+:28]([O-:30])=[O:29]. Given the reactants [S:1]1[C:10]2[CH2:9][CH2:8][CH2:7][CH2:6][NH:5][C:4]=2[CH:3]=[CH:2]1.C(N(CC)CC)C.[Cl:18][C:19]1[S:23][C:22]([S:24](Cl)(=[O:26])=[O:25])=[CH:21][C:20]=1[N+:28]([O-:30])=[O:29].O, predict the reaction product. (6) Given the reactants Cl[C:2]1[N:7]=[C:6]([NH:8][CH:9]2[CH2:12][C:11]([F:14])([F:13])[CH2:10]2)[N:5]=[C:4]([NH:15][C:16]2[CH:21]=[CH:20][N:19]=[C:18]([C:22]([F:25])([F:24])[F:23])[CH:17]=2)[N:3]=1.[C-:26]#[N:27].[Na+], predict the reaction product. The product is: [F:13][C:11]1([F:14])[CH2:12][CH:9]([NH:8][C:6]2[N:5]=[C:4]([NH:15][C:16]3[CH:21]=[CH:20][N:19]=[C:18]([C:22]([F:25])([F:24])[F:23])[CH:17]=3)[N:3]=[C:2]([C:26]#[N:27])[N:7]=2)[CH2:10]1.